From a dataset of Forward reaction prediction with 1.9M reactions from USPTO patents (1976-2016). Predict the product of the given reaction. (1) Given the reactants [CH3:1][S:2]([CH3:5])(=[O:4])=[O:3].C([Li])CCC.COC[C:14]([O:16][CH3:17])=[O:15], predict the reaction product. The product is: [CH3:1][S:2]([CH2:5][C:14]([O:16][CH3:17])=[O:15])(=[O:4])=[O:3]. (2) Given the reactants [C:1]([C:3]1[CH:4]=[C:5]2[C:9](=[CH:10][CH:11]=1)[N:8]([CH2:12][C:13]1[CH:18]=[CH:17][CH:16]=[C:15]([O:19][C:20]([F:23])([F:22])[F:21])[CH:14]=1)[C:7]([C:24]([OH:26])=O)=[CH:6]2)#[N:2].[NH2:27][CH:28]([CH:32]1[CH2:34][CH2:33]1)[CH2:29][CH2:30][OH:31], predict the reaction product. The product is: [CH:32]1([CH:28]([NH:27][C:24]([C:7]2[N:8]([CH2:12][C:13]3[CH:18]=[CH:17][CH:16]=[C:15]([O:19][C:20]([F:22])([F:21])[F:23])[CH:14]=3)[C:9]3[C:5]([CH:6]=2)=[CH:4][C:3]([C:1]#[N:2])=[CH:11][CH:10]=3)=[O:26])[CH2:29][CH2:30][OH:31])[CH2:34][CH2:33]1.